Dataset: Reaction yield outcomes from USPTO patents with 853,638 reactions. Task: Predict the reaction yield, written as a fraction of the theoretical maximum amount of product (1.0 means a 100% yield; for example, 0.34 means a 34% yield). (1) The reactants are Br[C:2]1[CH:7]=[CH:6][C:5]([S:8]([N:11](C)[C@H:12]([C:16]([O:18][CH3:19])=[O:17])[CH:13]([CH3:15])[CH3:14])(=[O:10])=[O:9])=[CH:4][CH:3]=1.[N+:21]([C:24]1[CH:29]=[CH:28][C:27](B(O)O)=[CH:26][CH:25]=1)([O-:23])=[O:22].C1(C)C=CC=CC=1.C(=O)(O)[O-].[Na+]. The catalyst is C(Cl)Cl.C(O)C. The product is [N+:21]([C:24]1[CH:29]=[CH:28][C:27]([C:2]2[CH:7]=[CH:6][C:5]([S:8]([NH:11][C@H:12]([C:16]([O:18][CH3:19])=[O:17])[CH:13]([CH3:15])[CH3:14])(=[O:10])=[O:9])=[CH:4][CH:3]=2)=[CH:26][CH:25]=1)([O-:23])=[O:22]. The yield is 0.590. (2) The reactants are [Cl-].O[NH3+:3].[C:4](=[O:7])([O-])[OH:5].[Na+].CS(C)=O.[CH2:13]([C:17]1[N:21]([CH2:22][C:23]2[CH:28]=[CH:27][C:26]([C:29]3[C:30]([C:35]#[N:36])=[CH:31][CH:32]=[CH:33][CH:34]=3)=[CH:25][CH:24]=2)[C:20](=[O:37])[N:19]([CH2:38][C:39](=[O:44])[C:40]([CH3:43])([CH3:42])[CH3:41])[N:18]=1)[CH2:14][CH2:15][CH3:16]. The catalyst is C(OCC)(=O)C. The product is [CH2:13]([C:17]1[N:21]([CH2:22][C:23]2[CH:28]=[CH:27][C:26]([C:29]3[CH:34]=[CH:33][CH:32]=[CH:31][C:30]=3[C:35]3[NH:3][C:4](=[O:7])[O:5][N:36]=3)=[CH:25][CH:24]=2)[C:20](=[O:37])[N:19]([CH2:38][C:39](=[O:44])[C:40]([CH3:43])([CH3:42])[CH3:41])[N:18]=1)[CH2:14][CH2:15][CH3:16]. The yield is 0.630. (3) The reactants are Br[CH2:2][C:3]1[CH:4]=[C:5]([CH:10]=[CH:11][CH:12]=1)[C:6]([O:8][CH3:9])=[O:7].[O:13]([C:20]1[CH:21]=[C:22]([CH:24]=[CH:25][CH:26]=1)[NH2:23])[C:14]1[CH:19]=[CH:18][CH:17]=[CH:16][CH:15]=1. The catalyst is C1CCCCC1.O.C(Cl)Cl. The product is [O:13]([C:20]1[CH:21]=[C:22]([NH:23][CH2:2][C:3]2[CH:4]=[C:5]([CH:10]=[CH:11][CH:12]=2)[C:6]([O:8][CH3:9])=[O:7])[CH:24]=[CH:25][CH:26]=1)[C:14]1[CH:15]=[CH:16][CH:17]=[CH:18][CH:19]=1. The yield is 0.590. (4) The reactants are [Br:1][C:2]1[CH:3]=[C:4]2[C:8](=[CH:9][CH:10]=1)[N:7](C(=O)C)[CH2:6][CH2:5]2.C([O-])([O-])=O.[Na+].[Na+]. The catalyst is Cl. The product is [Br:1][C:2]1[CH:3]=[C:4]2[C:8](=[CH:9][CH:10]=1)[NH:7][CH2:6][CH2:5]2. The yield is 0.550. (5) The reactants are [CH2:1]([C:3]1[C:11]2[C:6](=[C:7]([N+:16]([O-])=O)[CH:8]=[C:9]([C:12]([O:14][CH3:15])=[O:13])[CH:10]=2)[NH:5][CH:4]=1)[CH3:2].C(=C1/CNC2C/1=CC(C(OC)=O)=CC=2[N+]([O-])=O)/C. The catalyst is C1(C)C=CC=CC=1.[Pd]. The product is [NH2:16][C:7]1[CH:8]=[C:9]([C:12]([O:14][CH3:15])=[O:13])[CH:10]=[C:11]2[C:6]=1[NH:5][CH:4]=[C:3]2[CH2:1][CH3:2]. The yield is 0.970. (6) The yield is 0.140. The product is [O:1]=[S:2]1(=[O:31])[CH2:7][CH:6]=[C:5]([C:8]2[CH:13]=[CH:12][C:11]([N:14]3[CH2:18][C@H:17]([CH2:19][N:20]4[CH:24]=[C:23]([C:25]#[C:26][CH:32]=[CH2:33])[N:22]=[N:21]4)[O:16][C:15]3=[O:29])=[CH:10][C:9]=2[F:30])[CH2:4][CH2:3]1. The catalyst is CN(C=O)C.C(OCC)(=O)C.C1C=CC(/C=C/C(/C=C/C2C=CC=CC=2)=O)=CC=1.C1C=CC(/C=C/C(/C=C/C2C=CC=CC=2)=O)=CC=1.C1C=CC(/C=C/C(/C=C/C2C=CC=CC=2)=O)=CC=1.[Pd].[Pd]. The reactants are [O:1]=[S:2]1(=[O:31])[CH2:7][CH:6]=[C:5]([C:8]2[CH:13]=[CH:12][C:11]([N:14]3[CH2:18][C@H:17]([CH2:19][N:20]4[CH:24]=[C:23]([CH:25]=[C:26](Br)Br)[N:22]=[N:21]4)[O:16][C:15]3=[O:29])=[CH:10][C:9]=2[F:30])[CH2:4][CH2:3]1.[CH2:32]([Sn](CCCC)(CCCC)CCCC)[CH:33]=C.COC1C=CC(P(C2C=CC(OC)=CC=2)C2C=CC(OC)=CC=2)=CC=1.C(N(C(C)C)CC)(C)C. (7) The reactants are Cl[CH2:2][C:3]1[N:13]2[C:14]3[C:9]([CH2:10][CH2:11][CH:12]2[CH3:15])=[CH:8][C:7]([F:16])=[CH:6][C:5]=3[N:4]=1.[C:17]1([CH:23]2[CH2:28][CH2:27][NH:26][CH2:25][CH2:24]2)[CH:22]=[CH:21][CH:20]=[CH:19][CH:18]=1.C(=O)([O-])[O-].[K+].[K+]. The catalyst is C(#N)C.O. The product is [F:16][C:7]1[CH:8]=[C:9]2[C:14]3=[C:5]([N:4]=[C:3]([CH2:2][N:26]4[CH2:27][CH2:28][CH:23]([C:17]5[CH:22]=[CH:21][CH:20]=[CH:19][CH:18]=5)[CH2:24][CH2:25]4)[N:13]3[CH:12]([CH3:15])[CH2:11][CH2:10]2)[CH:6]=1. The yield is 0.840.